This data is from Full USPTO retrosynthesis dataset with 1.9M reactions from patents (1976-2016). The task is: Predict the reactants needed to synthesize the given product. (1) Given the product [C:42]([O:41][C:40]([NH:39][CH2:38][CH:35]1[CH2:36][CH2:37][N:32]([CH2:28][C:25]2[CH:26]=[CH:27][C:11]3[NH:10]/[C:9](=[N:8]\[C:6](=[O:7])[C:5]4[CH:4]=[CH:3][C:2]([F:1])=[CH:31][CH:30]=4)/[N:13]([C@@H:14]4[CH2:15][CH2:16][C@H:17]([C:20]([O:22][CH3:23])=[O:21])[CH2:18][CH2:19]4)[C:12]=3[CH:24]=2)[CH2:33][CH2:34]1)=[O:46])([CH3:43])([CH3:45])[CH3:44].[F:1][C:2]1[CH:31]=[CH:30][C:5]([C:6](/[N:8]=[C:9]2\[NH:10][C:11]3[CH:27]=[CH:26][C:25]([CH2:28][N:32]4[CH2:37][CH2:36][CH2:35][CH2:34][CH2:33]4)=[CH:24][C:12]=3[N:13]\2[C@@H:14]2[CH2:15][CH2:16][C@H:17]([C:20]([O:22][CH3:23])=[O:21])[CH2:18][CH2:19]2)=[O:7])=[CH:4][CH:3]=1, predict the reactants needed to synthesize it. The reactants are: [F:1][C:2]1[CH:31]=[CH:30][C:5]([C:6](/[N:8]=[C:9]2\[NH:10][C:11]3[CH:27]=[CH:26][C:25]([CH2:28]O)=[CH:24][C:12]=3[N:13]\2[C@@H:14]2[CH2:19][CH2:18][C@H:17]([C:20]([O:22][CH3:23])=[O:21])[CH2:16][CH2:15]2)=[O:7])=[CH:4][CH:3]=1.[NH:32]1[CH2:37][CH2:36][CH:35]([CH2:38][NH:39][C:40](=[O:46])[O:41][C:42]([CH3:45])([CH3:44])[CH3:43])[CH2:34][CH2:33]1. (2) Given the product [CH3:1][C:2]1[S:3][C:4]([B:12]([OH:16])[OH:13])=[CH:5][CH:6]=1, predict the reactants needed to synthesize it. The reactants are: [CH3:1][C:2]1[S:3][CH:4]=[CH:5][CH:6]=1.C([Li])CCC.[B:12](OCC)([O:16]CC)[O:13]CC.